From a dataset of NCI-60 drug combinations with 297,098 pairs across 59 cell lines. Regression. Given two drug SMILES strings and cell line genomic features, predict the synergy score measuring deviation from expected non-interaction effect. (1) Drug 1: CC1=C2C(C(=O)C3(C(CC4C(C3C(C(C2(C)C)(CC1OC(=O)C(C(C5=CC=CC=C5)NC(=O)OC(C)(C)C)O)O)OC(=O)C6=CC=CC=C6)(CO4)OC(=O)C)OC)C)OC. Drug 2: N.N.Cl[Pt+2]Cl. Cell line: OVCAR-5. Synergy scores: CSS=44.3, Synergy_ZIP=2.55, Synergy_Bliss=0.695, Synergy_Loewe=-30.9, Synergy_HSA=0.184. (2) Drug 1: C1=CC(=CC=C1CCCC(=O)O)N(CCCl)CCCl. Drug 2: CS(=O)(=O)OCCCCOS(=O)(=O)C. Cell line: SN12C. Synergy scores: CSS=27.9, Synergy_ZIP=-4.08, Synergy_Bliss=-0.0849, Synergy_Loewe=-8.11, Synergy_HSA=0.940. (3) Drug 2: CC1C(C(CC(O1)OC2CC(CC3=C2C(=C4C(=C3O)C(=O)C5=C(C4=O)C(=CC=C5)OC)O)(C(=O)CO)O)N)O.Cl. Cell line: 786-0. Drug 1: C1=CC(=C2C(=C1NCCNCCO)C(=O)C3=C(C=CC(=C3C2=O)O)O)NCCNCCO. Synergy scores: CSS=49.8, Synergy_ZIP=4.45, Synergy_Bliss=4.46, Synergy_Loewe=6.45, Synergy_HSA=7.89. (4) Drug 1: CC(C1=C(C=CC(=C1Cl)F)Cl)OC2=C(N=CC(=C2)C3=CN(N=C3)C4CCNCC4)N. Drug 2: CCN(CC)CCNC(=O)C1=C(NC(=C1C)C=C2C3=C(C=CC(=C3)F)NC2=O)C. Cell line: DU-145. Synergy scores: CSS=-2.48, Synergy_ZIP=6.06, Synergy_Bliss=0.880, Synergy_Loewe=-2.56, Synergy_HSA=-2.20. (5) Drug 1: CN(C)C1=NC(=NC(=N1)N(C)C)N(C)C. Drug 2: CC(C)NC(=O)C1=CC=C(C=C1)CNNC.Cl. Cell line: KM12. Synergy scores: CSS=25.4, Synergy_ZIP=3.54, Synergy_Bliss=4.46, Synergy_Loewe=10.4, Synergy_HSA=11.2. (6) Drug 1: C1=NC2=C(N1)C(=S)N=CN2. Drug 2: CC(C)CN1C=NC2=C1C3=CC=CC=C3N=C2N. Cell line: 786-0. Synergy scores: CSS=40.4, Synergy_ZIP=-0.814, Synergy_Bliss=-0.570, Synergy_Loewe=-6.03, Synergy_HSA=-1.14.